Task: Predict the product of the given reaction.. Dataset: Forward reaction prediction with 1.9M reactions from USPTO patents (1976-2016) (1) Given the reactants Cl[C:2]1[C:7]([C:8]#[N:9])=[C:6]([NH:10][CH2:11][CH2:12][OH:13])[N:5]=[C:4]([NH:14][CH2:15][CH2:16][OH:17])[N:3]=1.[C:18]1([N:24]2[CH2:29][CH2:28][NH:27][CH2:26][CH2:25]2)[CH:23]=[CH:22][CH:21]=[CH:20][CH:19]=1.C(N(C(C)C)C(C)C)C, predict the reaction product. The product is: [OH:17][CH2:16][CH2:15][NH:14][C:4]1[N:5]=[C:6]([NH:10][CH2:11][CH2:12][OH:13])[C:7]([C:8]#[N:9])=[C:2]([N:27]2[CH2:28][CH2:29][N:24]([C:18]3[CH:23]=[CH:22][CH:21]=[CH:20][CH:19]=3)[CH2:25][CH2:26]2)[N:3]=1. (2) Given the reactants [Cl:1][C:2]1[C:7]([Cl:8])=[C:6](Cl)[N:5]=[C:4]([C:10]([O:12][CH:13]([CH3:15])[CH3:14])=[O:11])[CH:3]=1.[Cl:16][C:17]1[CH:22]=[CH:21][C:20](B2OCCCO2)=[C:19]([F:29])[C:18]=1[O:30][CH3:31].[F-].[Cs+].N#N, predict the reaction product. The product is: [Cl:1][C:2]1[C:7]([Cl:8])=[C:6]([C:20]2[CH:21]=[CH:22][C:17]([Cl:16])=[C:18]([O:30][CH3:31])[C:19]=2[F:29])[N:5]=[C:4]([C:10]([O:12][CH:13]([CH3:15])[CH3:14])=[O:11])[CH:3]=1. (3) Given the reactants Cl.[NH2:2][C:3]1[N:8]=[C:7]2[N:9]([CH3:15])[C:10](=[O:14])[C:11]([CH3:13])([CH3:12])[C:6]2=[CH:5][CH:4]=1.Cl.[C:17](Cl)(=[O:24])[C:18]1[CH:23]=[CH:22][N:21]=[CH:20][CH:19]=1, predict the reaction product. The product is: [CH3:15][N:9]1[C:7]2=[N:8][C:3]([NH:2][C:17](=[O:24])[C:18]3[CH:23]=[CH:22][N:21]=[CH:20][CH:19]=3)=[CH:4][CH:5]=[C:6]2[C:11]([CH3:12])([CH3:13])[C:10]1=[O:14]. (4) Given the reactants [C@@H:1]12[CH2:6][C@@H:5]1[CH2:4][NH:3][C@@H:2]2[CH2:7][NH:8][C:9]([C:11]1[CH:12]=[CH:13][CH:14]=[C:15]2[O:19][CH:18]=[CH:17][C:16]=12)=[O:10].[F:20][C:21]([F:38])([F:37])[C:22]1[CH:23]=[C:24]([C:28]2[C:29]([C:34](O)=[O:35])=[CH:30][CH:31]=[CH:32][CH:33]=2)[CH:25]=[CH:26][CH:27]=1, predict the reaction product. The product is: [F:20][C:21]([F:37])([F:38])[C:22]1[CH:23]=[C:24]([C:28]2[C:29]([C:34]([N:3]3[CH2:4][C@@H:5]4[C@@H:1]([CH2:6]4)[C@H:2]3[CH2:7][NH:8][C:9]([C:11]3[CH:12]=[CH:13][CH:14]=[C:15]4[O:19][CH:18]=[CH:17][C:16]=34)=[O:10])=[O:35])=[CH:30][CH:31]=[CH:32][CH:33]=2)[CH:25]=[CH:26][CH:27]=1. (5) Given the reactants [NH2:1][C:2]1[S:3][C:4]2[CH:10]=[C:9]([O:11][C:12]3[CH:13]=[C:14]([NH:18][C:19](=[O:31])[C:20]4[CH:25]=[CH:24][CH:23]=[C:22]([C:26]5([C:29]#[N:30])[CH2:28][CH2:27]5)[CH:21]=4)[CH:15]=[CH:16][CH:17]=3)[CH:8]=[CH:7][C:5]=2[N:6]=1.C([O:35][CH2:36][C:37](Cl)=[O:38])(=O)C, predict the reaction product. The product is: [C:29]([C:26]1([C:22]2[CH:21]=[C:20]([CH:25]=[CH:24][CH:23]=2)[C:19]([NH:18][C:14]2[CH:15]=[CH:16][CH:17]=[C:12]([O:11][C:9]3[CH:8]=[CH:7][C:5]4[N:6]=[C:2]([NH:1][C:36](=[O:35])[CH2:37][OH:38])[S:3][C:4]=4[CH:10]=3)[CH:13]=2)=[O:31])[CH2:27][CH2:28]1)#[N:30].